From a dataset of Full USPTO retrosynthesis dataset with 1.9M reactions from patents (1976-2016). Predict the reactants needed to synthesize the given product. (1) Given the product [CH2:1]([O:8][C:9]1[C:14]2[CH:15]=[C:16]([C:25](=[O:27])[CH3:26])[O:17][C:13]=2[CH:12]=[CH:11][N:10]=1)[C:2]1[CH:3]=[CH:4][CH:5]=[CH:6][CH:7]=1, predict the reactants needed to synthesize it. The reactants are: [CH2:1]([O:8][C:9]1[C:14]2[CH:15]=[CH:16][O:17][C:13]=2[CH:12]=[CH:11][N:10]=1)[C:2]1[CH:7]=[CH:6][CH:5]=[CH:4][CH:3]=1.C([Li])CCC.CN(C)[C:25](=[O:27])[CH3:26]. (2) Given the product [ClH:1].[N:2]12[CH2:11][CH:6]3[CH2:7][CH:8]([CH2:10][CH:4]([C@H:5]3[NH:12][C:22]([C:15]3[C:16]4[C:21](=[CH:20][CH:19]=[CH:18][CH:17]=4)[NH:13][N:14]=3)=[O:23])[CH2:3]1)[CH2:9]2, predict the reactants needed to synthesize it. The reactants are: [ClH:1].[N:2]12[CH2:11][CH:6]3[CH2:7][CH:8]([CH2:10][CH:4]([C@H:5]3[NH2:12])[CH2:3]1)[CH2:9]2.[NH:13]1[C:21]2[C:16](=[CH:17][CH:18]=[CH:19][CH:20]=2)[C:15]([C:22](O)=[O:23])=[N:14]1.N.